From a dataset of Peptide-MHC class I binding affinity with 185,985 pairs from IEDB/IMGT. Regression. Given a peptide amino acid sequence and an MHC pseudo amino acid sequence, predict their binding affinity value. This is MHC class I binding data. (1) The peptide sequence is APTLHRLGI. The MHC is HLA-A30:01 with pseudo-sequence HLA-A30:01. The binding affinity (normalized) is 0.0847. (2) The peptide sequence is GTSRNKRGVF. The MHC is Mamu-A02 with pseudo-sequence Mamu-A02. The binding affinity (normalized) is 0.607. (3) The peptide sequence is FLGKIWPSYK. The MHC is HLA-A02:06 with pseudo-sequence HLA-A02:06. The binding affinity (normalized) is 0.353. (4) The peptide sequence is ILGLPTQTV. The MHC is HLA-A26:01 with pseudo-sequence HLA-A26:01. The binding affinity (normalized) is 0.0847. (5) The peptide sequence is YLYLTFYFT. The MHC is HLA-A02:01 with pseudo-sequence HLA-A02:01. The binding affinity (normalized) is 0.786.